Dataset: Peptide-MHC class I binding affinity with 185,985 pairs from IEDB/IMGT. Task: Regression. Given a peptide amino acid sequence and an MHC pseudo amino acid sequence, predict their binding affinity value. This is MHC class I binding data. (1) The peptide sequence is LSPRTLNAW. The MHC is HLA-B58:01 with pseudo-sequence HLA-B58:01. The binding affinity (normalized) is 0.342. (2) The peptide sequence is VLPEEQDQNY. The MHC is HLA-A30:02 with pseudo-sequence HLA-A30:02. The binding affinity (normalized) is 0.183. (3) The peptide sequence is KSFLWTQSL. The MHC is HLA-B58:01 with pseudo-sequence HLA-B58:01. The binding affinity (normalized) is 0.655. (4) The peptide sequence is FQKDAKVLF. The MHC is HLA-A68:02 with pseudo-sequence HLA-A68:02. The binding affinity (normalized) is 0.0847.